Predict the reactants needed to synthesize the given product. From a dataset of Full USPTO retrosynthesis dataset with 1.9M reactions from patents (1976-2016). (1) Given the product [C:18]([O:17][C:15](=[O:16])[NH:14][C@H:10]([C:11](=[O:12])[NH2:23])[CH2:9][O:8][CH2:1][C:2]1[CH:7]=[CH:6][CH:5]=[CH:4][CH:3]=1)([CH3:21])([CH3:20])[CH3:19], predict the reactants needed to synthesize it. The reactants are: [CH2:1]([O:8][CH2:9][C@H:10]([NH:14][C:15]([O:17][C:18]([CH3:21])([CH3:20])[CH3:19])=[O:16])[C:11](O)=[O:12])[C:2]1[CH:7]=[CH:6][CH:5]=[CH:4][CH:3]=1.C[N:23]1CCOCC1.C(OC(Cl)=O)C(C)C.N. (2) Given the product [CH3:33][N:25]([CH:26]1[CH2:31][CH2:30][N:29]([CH3:32])[CH2:28][CH2:27]1)[C:23](=[O:24])[C:22]1[CH:21]=[CH:20][C:19]([NH:18][C:16]2[N:17]=[C:10]3[C:9]([N:7]4[CH2:6][CH:5]5[CH2:36][C:2](=[O:1])[CH2:3][CH:4]5[CH2:8]4)=[CH:14][CH:13]=[CH:12][N:11]3[N:15]=2)=[CH:35][CH:34]=1, predict the reactants needed to synthesize it. The reactants are: [OH:1][CH:2]1[CH2:36][CH:5]2[CH2:6][N:7]([C:9]3[C:10]4[N:11]([N:15]=[C:16]([NH:18][C:19]5[CH:35]=[CH:34][C:22]([C:23]([N:25]([CH3:33])[CH:26]6[CH2:31][CH2:30][N:29]([CH3:32])[CH2:28][CH2:27]6)=[O:24])=[CH:21][CH:20]=5)[N:17]=4)[CH:12]=[CH:13][CH:14]=3)[CH2:8][CH:4]2[CH2:3]1.C[N+]1([O-])CCOCC1.C([N+](CCC)(CCC)CCC)CC. (3) The reactants are: [H-].[Al+3].[Li+].[H-].[H-].[H-].[CH3:7][C:8]1[CH:18]=[CH:17][C:11]([C:12](OCC)=[O:13])=[CH:10][C:9]=1[O:19][C:20]([F:25])([F:24])[CH:21]([F:23])[F:22].[OH-].[Na+]. Given the product [CH3:7][C:8]1[CH:18]=[CH:17][C:11]([CH2:12][OH:13])=[CH:10][C:9]=1[O:19][C:20]([F:24])([F:25])[CH:21]([F:23])[F:22], predict the reactants needed to synthesize it. (4) Given the product [Cl:1][C:2]1[CH:3]=[C:4]([C:17]2[CH:26]=[CH:25][C:20]([C:21]([OH:23])=[O:22])=[CH:19][C:18]=2[O:27][CH3:28])[CH:5]=[N:6][C:7]=1[O:8][C:9]1[CH:10]=[C:11]([Cl:16])[CH:12]=[C:13]([Cl:15])[CH:14]=1, predict the reactants needed to synthesize it. The reactants are: [Cl:1][C:2]1[CH:3]=[C:4]([C:17]2[CH:26]=[CH:25][C:20]([C:21]([O:23]C)=[O:22])=[CH:19][C:18]=2[O:27][CH3:28])[CH:5]=[N:6][C:7]=1[O:8][C:9]1[CH:14]=[C:13]([Cl:15])[CH:12]=[C:11]([Cl:16])[CH:10]=1.C1COCC1.[Li+].[OH-].Cl.